Dataset: Reaction yield outcomes from USPTO patents with 853,638 reactions. Task: Predict the reaction yield, written as a fraction of the theoretical maximum amount of product (1.0 means a 100% yield; for example, 0.34 means a 34% yield). The reactants are [F:1][C:2]1[CH:7]=[C:6](I)[CH:5]=[CH:4][C:3]=1[N:9]1[CH:14]=[C:13]([O:15][CH3:16])[C:12](=[O:17])[C:11]([C:18]2[N:22]([C:23]3[CH:28]=[CH:27][CH:26]=[CH:25][CH:24]=3)[N:21]=[CH:20][CH:19]=2)=[N:10]1.[Cl:29][C:30]1[CH:31]=[N:32][NH:33][CH:34]=1.C(=NO)C1C(=CC=CC=1)O.C([O-])([O-])=O.[Cs+].[Cs+]. The catalyst is CC#N.O. The product is [Cl:29][C:30]1[CH:31]=[N:32][N:33]([C:6]2[CH:5]=[CH:4][C:3]([N:9]3[CH:14]=[C:13]([O:15][CH3:16])[C:12](=[O:17])[C:11]([C:18]4[N:22]([C:23]5[CH:28]=[CH:27][CH:26]=[CH:25][CH:24]=5)[N:21]=[CH:20][CH:19]=4)=[N:10]3)=[C:2]([F:1])[CH:7]=2)[CH:34]=1. The yield is 0.150.